From a dataset of Reaction yield outcomes from USPTO patents with 853,638 reactions. Predict the reaction yield, written as a fraction of the theoretical maximum amount of product (1.0 means a 100% yield; for example, 0.34 means a 34% yield). The reactants are C([O:8][C:9](=[O:25])[C:10]1[C:15]([Cl:16])=[CH:14][CH:13]=[C:12]([NH:17][S:18]([CH2:21][CH2:22][CH3:23])(=[O:20])=[O:19])[C:11]=1[F:24])C1C=CC=CC=1.[OH-].[K+].O.Cl. The catalyst is O1CCCC1. The product is [Cl:16][C:15]1[C:10]([C:9]([OH:25])=[O:8])=[C:11]([F:24])[C:12]([NH:17][S:18]([CH2:21][CH2:22][CH3:23])(=[O:19])=[O:20])=[CH:13][CH:14]=1. The yield is 0.858.